Task: Predict the product of the given reaction.. Dataset: Forward reaction prediction with 1.9M reactions from USPTO patents (1976-2016) (1) Given the reactants [Br:1][C:2]1[CH:3]=[C:4]([CH:25]=[CH:26][C:27]=1[CH2:28][CH3:29])[NH:5][C:6]1[C:15]2[C:10](=[CH:11][CH:12]=[CH:13][CH:14]=2)[C:9]([CH2:16][C:17]2[CH:22]=[CH:21][N:20]=[C:19]([O:23]C)[CH:18]=2)=[N:8][N:7]=1, predict the reaction product. The product is: [Br:1][C:2]1[CH:3]=[C:4]([CH:25]=[CH:26][C:27]=1[CH2:28][CH3:29])[NH:5][C:6]1[C:15]2[C:10](=[CH:11][CH:12]=[CH:13][CH:14]=2)[C:9]([CH2:16][C:17]2[CH:22]=[CH:21][N:20]=[C:19]([OH:23])[CH:18]=2)=[N:8][N:7]=1. (2) Given the reactants Br[C:2]1[N:7]=[CH:6][C:5]([C:8]([N:10]2[CH2:15][CH2:14][N:13]([C:16]3[C:21]([CH:22]4[CH2:24][CH2:23]4)=[CH:20][C:19]([CH:25]4[CH2:27][CH2:26]4)=[CH:18][N:17]=3)[CH2:12][CH2:11]2)=[O:9])=[CH:4][CH:3]=1.[O:28]=[C:29]1[NH:33][C@H:32]([CH2:34][O:35]C(=O)C2C=CC=CC=2)[CH2:31][O:30]1, predict the reaction product. The product is: [CH:22]1([C:21]2[C:16]([N:13]3[CH2:14][CH2:15][N:10]([C:8]([C:5]4[CH:4]=[CH:3][C:2]([N:33]5[C@H:32]([CH2:34][OH:35])[CH2:31][O:30][C:29]5=[O:28])=[N:7][CH:6]=4)=[O:9])[CH2:11][CH2:12]3)=[N:17][CH:18]=[C:19]([CH:25]3[CH2:27][CH2:26]3)[CH:20]=2)[CH2:24][CH2:23]1. (3) Given the reactants [CH3:1][C:2]1[C:10]2[C:9](=[O:11])[NH:8][CH:7]=[N:6][C:5]=2[S:4][C:3]=1[C:12]([OH:14])=O.S(Cl)(Cl)=O.[NH:19]1[CH2:23][CH2:22][CH2:21][CH2:20]1, predict the reaction product. The product is: [CH3:1][C:2]1[C:10]2[C:9](=[O:11])[NH:8][CH:7]=[N:6][C:5]=2[S:4][C:3]=1[C:12]([N:19]1[CH2:23][CH2:22][CH2:21][CH2:20]1)=[O:14].